This data is from Full USPTO retrosynthesis dataset with 1.9M reactions from patents (1976-2016). The task is: Predict the reactants needed to synthesize the given product. (1) The reactants are: [Br:1][C:2]1[CH:7]=[C:6]([N:8]2[CH2:13][CH2:12][CH2:11][CH2:10][S:9]2(=[O:15])=[O:14])[N:5]=[C:4]([C:16]([OH:18])=O)[C:3]=1[OH:19].C(Cl)CCl.C1C=CC2N(O)N=NC=2C=1.[F:34][C:35]1[CH:36]=[C:37]([CH:40]=[C:41]([F:43])[CH:42]=1)[CH2:38][NH2:39]. Given the product [Br:1][C:2]1[CH:7]=[C:6]([N:8]2[CH2:13][CH2:12][CH2:11][CH2:10][S:9]2(=[O:14])=[O:15])[N:5]=[C:4]([C:16]([NH:39][CH2:38][C:37]2[CH:36]=[C:35]([F:34])[CH:42]=[C:41]([F:43])[CH:40]=2)=[O:18])[C:3]=1[OH:19], predict the reactants needed to synthesize it. (2) The reactants are: Br[C:2]1[CH:16]=[CH:15][C:5]([O:6][CH2:7][CH2:8][N:9]2[CH2:14][CH2:13][CH2:12][CH2:11][CH2:10]2)=[C:4]([F:17])[CH:3]=1.[B:18]1([B:18]2[O:22][C:21]([CH3:24])([CH3:23])[C:20]([CH3:26])([CH3:25])[O:19]2)[O:22][C:21]([CH3:24])([CH3:23])[C:20]([CH3:26])([CH3:25])[O:19]1.C([O-])(=O)C.[K+]. Given the product [F:17][C:4]1[CH:3]=[C:2]([B:18]2[O:22][C:21]([CH3:24])([CH3:23])[C:20]([CH3:26])([CH3:25])[O:19]2)[CH:16]=[CH:15][C:5]=1[O:6][CH2:7][CH2:8][N:9]1[CH2:14][CH2:13][CH2:12][CH2:11][CH2:10]1, predict the reactants needed to synthesize it. (3) The reactants are: C(OC([O:8][C:9]1[CH:14]=[CH:13][C:12]([C:15]2[CH:27]=[CH:26][C:18]([C:19]([O:21]C(C)(C)C)=[O:20])=[C:17]([NH:28][C:29](=[O:37])[C:30]3[CH:35]=[CH:34][C:33]([F:36])=[CH:32][CH:31]=3)[CH:16]=2)=[CH:11][CH:10]=1)=O)(C)(C)C. Given the product [OH:8][C:9]1[CH:14]=[CH:13][C:12]([C:15]2[CH:27]=[CH:26][C:18]([C:19]([OH:21])=[O:20])=[C:17]([NH:28][C:29](=[O:37])[C:30]3[CH:35]=[CH:34][C:33]([F:36])=[CH:32][CH:31]=3)[CH:16]=2)=[CH:11][CH:10]=1, predict the reactants needed to synthesize it. (4) Given the product [N:8]1[CH:9]=[CH:10][CH:11]=[CH:12][C:7]=1[C:4]1[CH:3]=[C:2]([C:21]2[CH:22]=[N:23][CH:24]=[C:25]([CH:28]=2)[C:26]#[N:27])[O:6][N:5]=1, predict the reactants needed to synthesize it. The reactants are: I[C:2]1[O:6][N:5]=[C:4]([C:7]2[CH:12]=[CH:11][CH:10]=[CH:9][N:8]=2)[CH:3]=1.CC1(C)C(C)(C)OB([C:21]2[CH:22]=[N:23][CH:24]=[C:25]([CH:28]=2)[C:26]#[N:27])O1.N. (5) Given the product [CH2:29]1[O:28][C:25]2[CH:26]=[CH:27][C:22]([CH:2]3[C:10]4[C:5](=[CH:6][CH:7]=[CH:8][CH:9]=4)[CH:4]([C:11]4[CH:12]=[CH:13][CH:14]=[CH:15][CH:16]=4)[CH:3]3[C:17]([OH:19])=[O:18])=[CH:23][C:24]=2[O:30]1, predict the reactants needed to synthesize it. The reactants are: O[C:2]1([C:22]2[CH:27]=[CH:26][C:25]3[O:28][CH2:29][O:30][C:24]=3[CH:23]=2)[C:10]2[C:5](=[CH:6][CH:7]=[CH:8][CH:9]=2)[C:4]([C:11]2[CH:16]=[CH:15][CH:14]=[CH:13][CH:12]=2)=[C:3]1[C:17]([O:19]CC)=[O:18].O=C1C2C(=CC=CC=2)C(C2C=CC=CC=2)=C1C(OCC)=O.C1OC2C=CC([Mg]Br)=CC=2O1.